Task: Predict the reaction yield, written as a fraction of the theoretical maximum amount of product (1.0 means a 100% yield; for example, 0.34 means a 34% yield).. Dataset: Reaction yield outcomes from USPTO patents with 853,638 reactions (1) The reactants are [NH2:1][C:2]1[C:11]2[S:10](=[O:13])(=[O:12])[N:9]=[C:8]([C:14]3[C:15](=[O:30])[N:16]([NH:25][CH2:26][CH:27]([CH3:29])[CH3:28])[C:17]4[C:22]([C:23]=3[OH:24])=[CH:21][CH:20]=[CH:19][CH:18]=4)[NH:7][C:6]=2[CH:5]=[CH:4][C:3]=1[OH:31].[CH:32](OC)(OC)OC.C1(C)C=CC(S(O)(=O)=O)=CC=1. The catalyst is CN(C)C=O. The product is [O:13]=[S:10]1(=[O:12])[C:11]2[C:2]3[N:1]=[CH:32][O:31][C:3]=3[CH:4]=[CH:5][C:6]=2[NH:7][C:8]([C:14]2[C:15](=[O:30])[N:16]([NH:25][CH2:26][CH:27]([CH3:29])[CH3:28])[C:17]3[C:22]([C:23]=2[OH:24])=[CH:21][CH:20]=[CH:19][CH:18]=3)=[N:9]1. The yield is 0.220. (2) The reactants are [Br:1][C:2]1C=C[C:5]2OCO[C:4]=2[C:3]=1C=O.[CH3:13][CH:14]([OH:16])[CH3:15].[NH2:17][C:18]1[CH:27]=[CH:26][C:21]2[NH:22][C:23](=[S:25])[NH:24][C:20]=2[CH:19]=1.[C:28](O)(=[O:30])C. No catalyst specified. The product is [Br:1][C:2]1[CH:3]=[C:4](/[CH:5]=[N:17]/[C:18]2[CH:27]=[CH:26][C:21]3[NH:22][C:23](=[S:25])[NH:24][C:20]=3[CH:19]=2)[C:13]2[O:30][CH2:28][O:16][C:14]=2[CH:15]=1. The yield is 0.830.